From a dataset of Forward reaction prediction with 1.9M reactions from USPTO patents (1976-2016). Predict the product of the given reaction. (1) Given the reactants [Cl:1][C:2]1[C:3](F)=[C:4]([C:8]([C:10]2[CH:15]=[CH:14][C:13]([O:16][CH3:17])=[C:12]([F:18])[CH:11]=2)=O)[CH:5]=[CH:6][CH:7]=1.O.[NH2:21][NH2:22].CC1C=CN=C(N)C=1C, predict the reaction product. The product is: [Cl:1][C:2]1[CH:7]=[CH:6][CH:5]=[C:4]2[C:3]=1[NH:22][N:21]=[C:8]2[C:10]1[CH:15]=[CH:14][C:13]([O:16][CH3:17])=[C:12]([F:18])[CH:11]=1. (2) The product is: [C:1]([N:4]1[C:13]2[C:8](=[CH:9][C:10]([N:30]3[CH2:29][CH:28]4[N:35]([C:36]([O:38][C:39]([CH3:42])([CH3:41])[CH3:40])=[O:37])[CH:32]([CH2:33][CH2:34]4)[CH2:31]3)=[CH:11][CH:12]=2)[C@H:7]([NH2:15])[C@@H:6]([CH3:26])[C@@H:5]1[CH3:27])(=[O:3])[CH3:2]. Given the reactants [C:1]([N:4]1[C:13]2[C:8](=[CH:9][C:10](Br)=[CH:11][CH:12]=2)[C@H:7]([NH:15]C(=O)OCC2C=CC=CC=2)[C@@H:6]([CH3:26])[C@@H:5]1[CH3:27])(=[O:3])[CH3:2].[CH:28]12[N:35]([C:36]([O:38][C:39]([CH3:42])([CH3:41])[CH3:40])=[O:37])[CH:32]([CH2:33][CH2:34]1)[CH2:31][NH:30][CH2:29]2.CC(C)([O-])C.[Na+].CN(C1C(C2C(P(C3CCCCC3)C3CCCCC3)=CC=CC=2)=CC=CC=1)C, predict the reaction product.